From a dataset of hERG potassium channel inhibition data for cardiac toxicity prediction from Karim et al.. Regression/Classification. Given a drug SMILES string, predict its toxicity properties. Task type varies by dataset: regression for continuous values (e.g., LD50, hERG inhibition percentage) or binary classification for toxic/non-toxic outcomes (e.g., AMES mutagenicity, cardiotoxicity, hepatotoxicity). Dataset: herg_karim. (1) The molecule is CS(=O)(=O)c1ccc(-c2noc(C(CC3CC3)C(N)C(F)=C3CCCC3)n2)c(Cl)c1. The result is 1 (blocker). (2) The compound is N#Cc1ccc(N2CCN(CCc3ccc(OCCCN4CCCCCC4)cc3)CC2)c2ncccc12. The result is 0 (non-blocker).